From a dataset of Full USPTO retrosynthesis dataset with 1.9M reactions from patents (1976-2016). Predict the reactants needed to synthesize the given product. (1) The reactants are: [O:1]1[CH:5]=[CH:4][CH:3]=[C:2]1[CH2:6][CH2:7][NH:8][C:9]1[CH:14]=[CH:13][CH:12]=[CH:11][CH:10]=1.CCN(CC)CC.Br[CH2:23][C:24]1[C:33]2[C:28](=[CH:29][CH:30]=[CH:31][CH:32]=2)[NH:27][C:26](=[O:34])[CH:25]=1. Given the product [O:1]1[CH:5]=[CH:4][CH:3]=[C:2]1[CH2:6][CH2:7][N:8]([CH2:23][C:24]1[C:33]2[C:28](=[CH:29][CH:30]=[CH:31][CH:32]=2)[NH:27][C:26](=[O:34])[CH:25]=1)[C:9]1[CH:10]=[CH:11][CH:12]=[CH:13][CH:14]=1, predict the reactants needed to synthesize it. (2) Given the product [CH3:1][O:2][C:3]1[CH:4]=[C:5]2[C:10](=[CH:11][CH:12]=1)[CH:9]=[C:8]([CH2:13][OH:14])[CH:7]=[CH:6]2, predict the reactants needed to synthesize it. The reactants are: [CH3:1][O:2][C:3]1[CH:4]=[C:5]2[C:10](=[CH:11][CH:12]=1)[CH:9]=[C:8]([CH:13]=[O:14])[CH:7]=[CH:6]2.[BH4-].[Na+].Cl. (3) Given the product [ClH:42].[CH2:1]([O:8][C:9]([N:11]1[CH2:20][CH2:19][C:18]2[C:13](=[CH:14][C:15]([NH:21][C:22](=[O:41])[C:23]3[CH:28]=[CH:27][CH:26]=[C:25]([CH:29]4[CH2:33][CH2:32][CH2:31][NH:30]4)[CH:24]=3)=[CH:16][CH:17]=2)[CH2:12]1)=[O:10])[C:2]1[CH:3]=[CH:4][CH:5]=[CH:6][CH:7]=1, predict the reactants needed to synthesize it. The reactants are: [CH2:1]([O:8][C:9]([N:11]1[CH2:20][CH2:19][C:18]2[C:13](=[CH:14][C:15]([NH:21][C:22](=[O:41])[C:23]3[CH:28]=[CH:27][CH:26]=[C:25]([CH:29]4[CH2:33][CH2:32][CH2:31][N:30]4C(OC(C)(C)C)=O)[CH:24]=3)=[CH:16][CH:17]=2)[CH2:12]1)=[O:10])[C:2]1[CH:7]=[CH:6][CH:5]=[CH:4][CH:3]=1.[ClH:42].O1CCOCC1.